From a dataset of Full USPTO retrosynthesis dataset with 1.9M reactions from patents (1976-2016). Predict the reactants needed to synthesize the given product. (1) The reactants are: B(F)(F)F.CCOCC.[I:10][C:11]1[CH:16]=[CH:15][C:14]([CH2:17][C:18]([N:20]2[CH2:25][CH2:24][O:23][CH2:22][CH2:21]2)=O)=[CH:13][CH:12]=1.[BH4-].[Na+]. Given the product [I:10][C:11]1[CH:16]=[CH:15][C:14]([CH2:17][CH2:18][N:20]2[CH2:21][CH2:22][O:23][CH2:24][CH2:25]2)=[CH:13][CH:12]=1, predict the reactants needed to synthesize it. (2) Given the product [F:1][C:2]1[CH:3]=[CH:4][C:5]([CH2:6][N:7]2[C:11]3[CH:12]=[N:13][C:14]4[C:15](=[O:29])[N:16]([O:20][CH2:21][O:22][CH2:23][CH2:24][Si:25]([CH3:26])([CH3:27])[CH3:28])[CH2:17][CH2:18][C:19]=4[C:10]=3[C:9]([CH2:30][CH2:31][OH:32])=[CH:8]2)=[CH:33][CH:34]=1, predict the reactants needed to synthesize it. The reactants are: [F:1][C:2]1[CH:34]=[CH:33][C:5]([CH2:6][N:7]2[C:11]3[CH:12]=[N:13][C:14]4[C:15](=[O:29])[N:16]([O:20][CH2:21][O:22][CH2:23][CH2:24][Si:25]([CH3:28])([CH3:27])[CH3:26])[CH2:17][CH2:18][C:19]=4[C:10]=3[C:9]([CH2:30][CH:31]=[O:32])=[CH:8]2)=[CH:4][CH:3]=1.[BH4-].[Na+]. (3) Given the product [Cl:31][C:13]1[CH:12]=[C:11]([C:8]2[CH:7]=[CH:6][C:5]([C:3]([OH:4])=[O:2])=[CH:10][CH:9]=2)[CH:16]=[C:15]([Cl:17])[C:14]=1[CH2:18][C@@H:19]1[CH2:23][CH2:22][N:21]([N:24]2[CH2:29][CH2:28][CH2:27][CH2:26][CH2:25]2)[C:20]1=[O:30], predict the reactants needed to synthesize it. The reactants are: C[O:2][C:3]([C:5]1[CH:10]=[CH:9][C:8]([C:11]2[CH:16]=[C:15]([Cl:17])[C:14]([CH2:18][C@@H:19]3[CH2:23][CH2:22][N:21]([N:24]4[CH2:29][CH2:28][CH2:27][CH2:26][CH2:25]4)[C:20]3=[O:30])=[C:13]([Cl:31])[CH:12]=2)=[CH:7][CH:6]=1)=[O:4].[OH-].[Na+]. (4) Given the product [Cl:1][C:2]1[CH:19]=[CH:18][C:17]([Cl:20])=[CH:16][C:3]=1[CH2:4][N:5]1[CH2:10][CH2:9][NH:8][C:7]2[N:11]=[CH:12][C:13]([C:26]3[CH:25]=[N:24][C:23]([O:22][CH3:21])=[N:28][CH:27]=3)=[CH:14][C:6]1=2, predict the reactants needed to synthesize it. The reactants are: [Cl:1][C:2]1[CH:19]=[CH:18][C:17]([Cl:20])=[CH:16][C:3]=1[CH2:4][N:5]1[CH2:10][CH2:9][NH:8][C:7]2[N:11]=[CH:12][C:13](I)=[CH:14][C:6]1=2.[CH3:21][O:22][C:23]1[N:28]=[CH:27][C:26](B(O)O)=[CH:25][N:24]=1. (5) Given the product [S:1]1[CH:5]=[CH:4][CH:3]=[C:2]1[C:6]([N:19]1[CH2:20][CH2:21][N:16]([C:14]([OH:15])=[O:13])[CH2:17][CH2:18]1)=[O:7], predict the reactants needed to synthesize it. The reactants are: [S:1]1[CH:5]=[CH:4][CH:3]=[C:2]1[C:6](Cl)=[O:7].C([O:13][C:14]([N:16]1[CH2:21][CH2:20][NH:19][CH2:18][CH2:17]1)=[O:15])(C)(C)C. (6) Given the product [C:28]([Si:32]([CH3:43])([CH3:42])[O:33][CH2:34][CH2:35][N:36]1[CH:40]=[CH:39][C:38]([NH:41][C:9](=[O:10])[CH:8]([N:12]2[C:17](=[O:18])[CH:16]=[C:15]([O:19][C:20]3[C:21]([F:27])=[CH:22][CH:23]=[CH:24][C:25]=3[F:26])[CH:14]=[N:13]2)[CH2:7][CH:1]2[CH2:6][CH2:5][CH2:4][CH2:3][CH2:2]2)=[N:37]1)([CH3:31])([CH3:30])[CH3:29], predict the reactants needed to synthesize it. The reactants are: [CH:1]1([CH2:7][CH:8]([N:12]2[C:17](=[O:18])[CH:16]=[C:15]([O:19][C:20]3[C:25]([F:26])=[CH:24][CH:23]=[CH:22][C:21]=3[F:27])[CH:14]=[N:13]2)[C:9](O)=[O:10])[CH2:6][CH2:5][CH2:4][CH2:3][CH2:2]1.[C:28]([Si:32]([CH3:43])([CH3:42])[O:33][CH2:34][CH2:35][N:36]1[CH:40]=[CH:39][C:38]([NH2:41])=[N:37]1)([CH3:31])([CH3:30])[CH3:29]. (7) Given the product [F:3][C:4]1[CH:5]=[C:6]([C:10]2[N:15]=[CH:14][C:13]([C:16]([NH:18][C@@H:19]3[CH2:24][CH2:23][CH2:22][C@H:21]([C:25]([OH:27])=[O:26])[CH2:20]3)=[O:17])=[CH:12][CH:11]=2)[CH:7]=[CH:8][CH:9]=1, predict the reactants needed to synthesize it. The reactants are: [OH-].[Na+].[F:3][C:4]1[CH:5]=[C:6]([C:10]2[N:15]=[CH:14][C:13]([C:16]([NH:18][C@@H:19]3[CH2:24][CH2:23][CH2:22][C@H:21]([C:25]([O:27]C)=[O:26])[CH2:20]3)=[O:17])=[CH:12][CH:11]=2)[CH:7]=[CH:8][CH:9]=1.